This data is from Reaction yield outcomes from USPTO patents with 853,638 reactions. The task is: Predict the reaction yield, written as a fraction of the theoretical maximum amount of product (1.0 means a 100% yield; for example, 0.34 means a 34% yield). The reactants are [CH2:1]([O:8][CH2:9][CH:10]([CH:20]1[CH2:23][CH:22]([S:24]([O-:27])(=O)=[O:25])[CH2:21]1)[CH2:11][O:12][CH2:13][C:14]1[CH:19]=[CH:18][CH:17]=[CH:16][CH:15]=1)[C:2]1[CH:7]=[CH:6][CH:5]=[CH:4][CH:3]=1.[K+].O=P(Cl)(Cl)[Cl:31].C(N(C(C)C)CC)(C)C. The catalyst is C(Cl)Cl. The product is [CH2:1]([O:8][CH2:9][CH:10]([CH:20]1[CH2:23][CH:22]([S:24]([Cl:31])(=[O:27])=[O:25])[CH2:21]1)[CH2:11][O:12][CH2:13][C:14]1[CH:19]=[CH:18][CH:17]=[CH:16][CH:15]=1)[C:2]1[CH:7]=[CH:6][CH:5]=[CH:4][CH:3]=1. The yield is 0.680.